Dataset: Full USPTO retrosynthesis dataset with 1.9M reactions from patents (1976-2016). Task: Predict the reactants needed to synthesize the given product. (1) Given the product [C:25]([N:21]1[CH2:20][CH2:19][N:18]([CH:15]2[CH2:14][CH2:13][N:12]([C:5]3[CH:6]=[CH:7][C:8]([N+:9]([O-:11])=[O:10])=[C:3]([O:2][CH3:1])[CH:4]=3)[CH2:17][CH2:16]2)[CH2:23][CH2:22]1)(=[O:26])[CH3:24], predict the reactants needed to synthesize it. The reactants are: [CH3:1][O:2][C:3]1[CH:4]=[C:5]([N:12]2[CH2:17][CH2:16][CH:15]([N:18]3[CH2:23][CH2:22][NH:21][CH2:20][CH2:19]3)[CH2:14][CH2:13]2)[CH:6]=[CH:7][C:8]=1[N+:9]([O-:11])=[O:10].[CH3:24][C:25](OC(C)=O)=[O:26]. (2) The reactants are: [Br:1][C:2]1[CH:3]=[CH:4][C:5]2[O:9][C:8]([C:10](=[O:12])[NH2:11])=[C:7]([NH:13][C:14]([CH:16]3[CH2:20][CH2:19][CH2:18]N3C(OC(C)(C)C)=O)=O)[C:6]=2[CH:28]=1.[Cl:29][C:30]1C=C(C=C[CH:37]=1)C=O.Cl. Given the product [Br:1][C:2]1[CH:3]=[CH:4][C:5]2[O:9][C:8]3[C:10](=[O:12])[NH:11][C:14]([C:16]4[CH:20]=[CH:19][CH:18]=[C:30]([Cl:29])[CH:37]=4)=[N:13][C:7]=3[C:6]=2[CH:28]=1, predict the reactants needed to synthesize it. (3) Given the product [Cl:27][C:19]1[C:20]2[CH:26]=[CH:25][CH:24]=[CH:23][C:21]=2[S:22][C:18]=1[C:16]([N:15]([CH2:28][C:29]1[CH:30]=[C:31]([C:42]2[CH:47]=[CH:46][C:45]([CH2:48][OH:49])=[CH:44][CH:43]=2)[CH:32]=[CH:33][C:34]=1[O:35][CH3:36])[CH:12]1[CH2:11][CH2:10][CH:9]([N:8]([CH3:40])[C:1](=[O:2])[O:3][C:4]([CH3:7])([CH3:5])[CH3:6])[CH2:14][CH2:13]1)=[O:17], predict the reactants needed to synthesize it. The reactants are: [C:1]([N:8]([CH3:40])[CH:9]1[CH2:14][CH2:13][CH:12]([N:15]([CH2:28][C:29]2[CH:30]=[C:31](B(O)O)[CH:32]=[CH:33][C:34]=2[O:35][CH3:36])[C:16]([C:18]2[S:22][C:21]3[CH:23]=[CH:24][CH:25]=[CH:26][C:20]=3[C:19]=2[Cl:27])=[O:17])[CH2:11][CH2:10]1)([O:3][C:4]([CH3:7])([CH3:6])[CH3:5])=[O:2].Br[C:42]1[CH:47]=[CH:46][C:45]([CH2:48][OH:49])=[CH:44][CH:43]=1. (4) Given the product [CH3:19][O:20][C:21]1[CH:28]=[CH:27][C:24]([CH2:25][NH:1][C:2]2[N:11]=[CH:10][C:9]3[CH2:8][CH2:7][C:6]4[C:12]([C:16]([NH2:18])=[O:17])=[N:13][N:14]([CH3:15])[C:5]=4[C:4]=3[N:3]=2)=[CH:23][CH:22]=1, predict the reactants needed to synthesize it. The reactants are: [NH2:1][C:2]1[N:11]=[CH:10][C:9]2[CH2:8][CH2:7][C:6]3[C:12]([C:16]([NH2:18])=[O:17])=[N:13][N:14]([CH3:15])[C:5]=3[C:4]=2[N:3]=1.[CH3:19][O:20][C:21]1[CH:28]=[CH:27][C:24]([CH:25]=O)=[CH:23][CH:22]=1.C([BH3-])#N.[Na+].C(=O)([O-])[O-].[Na+].[Na+]. (5) Given the product [CH2:1]([O:8][C:9]1[CH:10]=[CH:11][C:12]([C:15]2[O:16][C:17]([CH3:29])=[C:18]([CH2:20][CH2:21][N:23]3[CH2:27][CH2:26][CH2:25][C@H:24]3[CH3:28])[N:19]=2)=[CH:13][CH:14]=1)[C:2]1[CH:3]=[CH:4][CH:5]=[CH:6][CH:7]=1, predict the reactants needed to synthesize it. The reactants are: [CH2:1]([O:8][C:9]1[CH:14]=[CH:13][C:12]([C:15]2[O:16][C:17]([CH3:29])=[C:18]([CH2:20][C:21]([N:23]3[CH2:27][CH2:26][CH2:25][C@H:24]3[CH3:28])=O)[N:19]=2)=[CH:11][CH:10]=1)[C:2]1[CH:7]=[CH:6][CH:5]=[CH:4][CH:3]=1.[H-].[Al+3].[Li+].[H-].[H-].[H-]. (6) Given the product [CH:13]1([CH2:14][NH:7][C:6]2[CH:8]=[CH:9][C:3]([O:2][CH3:1])=[CH:4][C:5]=2[N+:10]([O-:12])=[O:11])[CH2:18][CH2:17]1, predict the reactants needed to synthesize it. The reactants are: [CH3:1][O:2][C:3]1[CH:9]=[CH:8][C:6]([NH2:7])=[C:5]([N+:10]([O-:12])=[O:11])[CH:4]=1.[C:13](O)(=O)[CH3:14].[C:17](O[BH-](OC(=O)C)OC(=O)C)(=O)[CH3:18].[Na+].C(=O)(O)[O-].[Na+]. (7) Given the product [N:7]1([C:12]2[CH:13]=[CH:14][C:15]([CH:16]([O:17][Si:3]([CH3:4])([CH3:5])[CH3:6])[C:20]#[N:21])=[CH:18][CH:19]=2)[CH:11]=[CH:10][N:9]=[CH:8]1, predict the reactants needed to synthesize it. The reactants are: C([Si:3]([CH3:6])([CH3:5])[CH3:4])#N.[N:7]1([C:12]2[CH:19]=[CH:18][C:15]([CH:16]=[O:17])=[CH:14][CH:13]=2)[CH:11]=[CH:10][N:9]=[CH:8]1.[CH3:20][N:21](C=O)C.